The task is: Predict the reaction yield, written as a fraction of the theoretical maximum amount of product (1.0 means a 100% yield; for example, 0.34 means a 34% yield).. This data is from Reaction yield outcomes from USPTO patents with 853,638 reactions. The reactants are [C:1]12([CH2:11][C:12]([OH:14])=[O:13])[CH2:10][CH:5]3[CH2:6][CH:7]([CH2:9][CH:3]([CH2:4]3)[CH2:2]1)[CH2:8]2.CN(C)C=O.C1C(=O)N([Br:27])C(=O)C1.CCCCCCC. The catalyst is S(Cl)(Cl)=O.C(#N)C.O. The product is [Br:27][CH:11]([C:1]12[CH2:10][CH:5]3[CH2:6][CH:7]([CH2:9][CH:3]([CH2:4]3)[CH2:2]1)[CH2:8]2)[C:12]([OH:14])=[O:13]. The yield is 0.660.